From a dataset of Full USPTO retrosynthesis dataset with 1.9M reactions from patents (1976-2016). Predict the reactants needed to synthesize the given product. (1) The reactants are: [CH3:1][C:2]1[CH:7]=[C:6]([C:8](=O)[CH2:9][C@H:10]([C:18]2[CH:23]=[CH:22][C:21]([CH:24]3[CH2:27][N:26]([S:28]([NH2:31])(=[O:30])=[O:29])[CH2:25]3)=[CH:20][CH:19]=2)[C:11]2[CH:16]=[CH:15][CH:14]=[CH:13][C:12]=2[CH3:17])[CH:5]=[CH:4][N:3]=1.Cl.[NH2:34][OH:35].C(=O)([O-])O.[Na+]. Given the product [OH:35]/[N:34]=[C:8](/[C:6]1[CH:5]=[CH:4][N:3]=[C:2]([CH3:1])[CH:7]=1)\[CH2:9][C@H:10]([C:18]1[CH:23]=[CH:22][C:21]([CH:24]2[CH2:25][N:26]([S:28]([NH2:31])(=[O:29])=[O:30])[CH2:27]2)=[CH:20][CH:19]=1)[C:11]1[CH:16]=[CH:15][CH:14]=[CH:13][C:12]=1[CH3:17], predict the reactants needed to synthesize it. (2) Given the product [OH:11][N:10]=[CH:2][CH2:3][CH2:4][NH:5][C:6]([NH2:8])=[NH:7], predict the reactants needed to synthesize it. The reactants are: O=[CH:2][CH2:3][CH2:4][NH:5][C:6]([NH2:8])=[NH:7].Cl.[NH2:10][OH:11]. (3) Given the product [CH3:1][O:2][C:3]1[CH:4]=[C:5]([C:6]([N:26]2[CH2:27][CH2:28][C:23]3([CH:22]=[C:21]([C:15]4[CH:20]=[CH:19][CH:18]=[CH:17][CH:16]=4)[C:35]4[C:30](=[CH:31][CH:32]=[CH:33][CH:34]=4)[O:29]3)[CH2:24][CH2:25]2)=[O:7])[CH:9]=[CH:10][C:11]=1[O:12][CH3:13], predict the reactants needed to synthesize it. The reactants are: [CH3:1][O:2][C:3]1[CH:4]=[C:5]([CH:9]=[CH:10][C:11]=1[O:12][CH3:13])[C:6](Cl)=[O:7].Cl.[C:15]1([C:21]2[C:35]3[C:30](=[CH:31][CH:32]=[CH:33][CH:34]=3)[O:29][C:23]3([CH2:28][CH2:27][NH:26][CH2:25][CH2:24]3)[CH:22]=2)[CH:20]=[CH:19][CH:18]=[CH:17][CH:16]=1.CCN(CC)CC. (4) Given the product [C:5]([C:1]1([C:16]2([OH:15])[CH2:20][CH2:19][N:18]([C:21]([O:23][C:24]([CH3:26])([CH3:25])[CH3:27])=[O:22])[CH2:17]2)[CH2:4][CH2:3][CH2:2]1)#[N:6], predict the reactants needed to synthesize it. The reactants are: [CH:1]1([C:5]#[N:6])[CH2:4][CH2:3][CH2:2]1.C([N-]C(C)C)(C)C.[Li+].[O:15]=[C:16]1[CH2:20][CH2:19][N:18]([C:21]([O:23][C:24]([CH3:27])([CH3:26])[CH3:25])=[O:22])[CH2:17]1.CCOC(C)=O. (5) Given the product [CH:1]1([CH2:6][CH:7]([C:11]2[CH:16]=[CH:15][C:14]([Cl:17])=[C:13]([Cl:18])[CH:12]=2)[C:8]([NH:60][C:61]2[NH:62][CH:63]=[CH:64][N:65]=2)=[O:10])[CH2:2][CH2:3][CH2:4][CH2:5]1, predict the reactants needed to synthesize it. The reactants are: [CH:1]1([CH2:6][CH:7]([C:11]2[CH:16]=[CH:15][C:14]([Cl:17])=[C:13]([Cl:18])[CH:12]=2)[C:8]([OH:10])=O)[CH2:5][CH2:4][CH2:3][CH2:2]1.F[P-](F)(F)(F)(F)F.N1(O[P+](N(C)C)(N(C)C)N(C)C)C2C=CC=CC=2N=N1.C(N(CC)C(C)C)(C)C.S(O)(O)(=O)=O.[NH2:60][C:61]1[NH:62][CH:63]=[CH:64][N:65]=1.